Task: Predict the product of the given reaction.. Dataset: Forward reaction prediction with 1.9M reactions from USPTO patents (1976-2016) Given the reactants [CH3:1]I.[H-].[Na+].[C:5]([CH2:7]P(=O)(OCC)OCC)#[N:6].O=[C:17]1[CH2:22][CH2:21][N:20]([C:23]([O:25][C:26]([CH3:29])([CH3:28])[CH3:27])=[O:24])[CH2:19][CH2:18]1, predict the reaction product. The product is: [C:5]([C:7](=[C:17]1[CH2:22][CH2:21][N:20]([C:23]([O:25][C:26]([CH3:29])([CH3:28])[CH3:27])=[O:24])[CH2:19][CH2:18]1)[CH3:1])#[N:6].